This data is from NCI-60 drug combinations with 297,098 pairs across 59 cell lines. The task is: Regression. Given two drug SMILES strings and cell line genomic features, predict the synergy score measuring deviation from expected non-interaction effect. (1) Drug 1: CC1C(C(=O)NC(C(=O)N2CCCC2C(=O)N(CC(=O)N(C(C(=O)O1)C(C)C)C)C)C(C)C)NC(=O)C3=C4C(=C(C=C3)C)OC5=C(C(=O)C(=C(C5=N4)C(=O)NC6C(OC(=O)C(N(C(=O)CN(C(=O)C7CCCN7C(=O)C(NC6=O)C(C)C)C)C)C(C)C)C)N)C. Drug 2: CC1=C(C(=CC=C1)Cl)NC(=O)C2=CN=C(S2)NC3=CC(=NC(=N3)C)N4CCN(CC4)CCO. Cell line: NCI-H460. Synergy scores: CSS=-2.52, Synergy_ZIP=0.471, Synergy_Bliss=-1.43, Synergy_Loewe=-4.73, Synergy_HSA=-4.14. (2) Drug 1: CN1C(=O)N2C=NC(=C2N=N1)C(=O)N. Drug 2: CCN(CC)CCNC(=O)C1=C(NC(=C1C)C=C2C3=C(C=CC(=C3)F)NC2=O)C. Cell line: NCI-H460. Synergy scores: CSS=-1.83, Synergy_ZIP=1.44, Synergy_Bliss=-0.0941, Synergy_Loewe=-5.53, Synergy_HSA=-3.70. (3) Drug 1: CN(CC1=CN=C2C(=N1)C(=NC(=N2)N)N)C3=CC=C(C=C3)C(=O)NC(CCC(=O)O)C(=O)O. Drug 2: CCCCCOC(=O)NC1=NC(=O)N(C=C1F)C2C(C(C(O2)C)O)O. Cell line: SF-539. Synergy scores: CSS=32.0, Synergy_ZIP=-8.97, Synergy_Bliss=-2.37, Synergy_Loewe=-41.2, Synergy_HSA=-0.433. (4) Drug 1: CC(C)(C#N)C1=CC(=CC(=C1)CN2C=NC=N2)C(C)(C)C#N. Drug 2: CN(CC1=CN=C2C(=N1)C(=NC(=N2)N)N)C3=CC=C(C=C3)C(=O)NC(CCC(=O)O)C(=O)O. Cell line: SN12C. Synergy scores: CSS=28.2, Synergy_ZIP=-5.27, Synergy_Bliss=-1.92, Synergy_Loewe=-6.59, Synergy_HSA=0.519. (5) Drug 1: COC1=C2C(=CC3=C1OC=C3)C=CC(=O)O2. Drug 2: C(CN)CNCCSP(=O)(O)O. Cell line: HOP-92. Synergy scores: CSS=-4.30, Synergy_ZIP=5.07, Synergy_Bliss=9.21, Synergy_Loewe=-3.42, Synergy_HSA=-4.82. (6) Drug 1: C1=NC2=C(N=C(N=C2N1C3C(C(C(O3)CO)O)O)F)N. Drug 2: C(CC(=O)O)C(=O)CN.Cl. Cell line: K-562. Synergy scores: CSS=9.65, Synergy_ZIP=-1.73, Synergy_Bliss=0.726, Synergy_Loewe=1.08, Synergy_HSA=0.772. (7) Drug 1: CC1=C(C(=O)C2=C(C1=O)N3CC4C(C3(C2COC(=O)N)OC)N4)N. Drug 2: C1CCC(C(C1)N)N.C(=O)(C(=O)[O-])[O-].[Pt+4]. Cell line: IGROV1. Synergy scores: CSS=2.02, Synergy_ZIP=-5.33, Synergy_Bliss=-9.30, Synergy_Loewe=-8.93, Synergy_HSA=-8.24.